Dataset: CYP1A2 inhibition data for predicting drug metabolism from PubChem BioAssay. Task: Regression/Classification. Given a drug SMILES string, predict its absorption, distribution, metabolism, or excretion properties. Task type varies by dataset: regression for continuous measurements (e.g., permeability, clearance, half-life) or binary classification for categorical outcomes (e.g., BBB penetration, CYP inhibition). Dataset: cyp1a2_veith. (1) The molecule is COCCNc1nc(-c2ccccc2OC)nc2ccccc12. The result is 1 (inhibitor). (2) The drug is CC[n+]1c(/C=C/N(C)c2ccccc2)sc2ccc(Cl)cc21.[O-][Cl+3]([O-])([O-])[O-]. The result is 1 (inhibitor). (3) The compound is O=P(O)(CCP(=O)(O)c1ccccc1)c1ccccc1. The result is 0 (non-inhibitor). (4) The compound is O=C1Nc2ccccc2C1=Nc1cccc2ncccc12. The result is 1 (inhibitor). (5) The molecule is Fc1cc2nc(-c3ccncc3)[nH]c2cc1F. The result is 1 (inhibitor). (6) The compound is Cc1cc(C)c(Cn2cnc(-c3ccc([N+](=O)[O-])cc3)c2)c(C)c1. The result is 1 (inhibitor). (7) The compound is COC(=O)[C@@]1(Cc2ccccc2)[C@H]2c3cc(C(=O)N4CCCC4)n(Cc4ccccn4)c3C[C@H]2CN1C(=O)c1ccccc1. The result is 0 (non-inhibitor). (8) The molecule is c1cc(CN2CC3(CCNCC3)C2)ccn1. The result is 0 (non-inhibitor).